From a dataset of Reaction yield outcomes from USPTO patents with 853,638 reactions. Predict the reaction yield, written as a fraction of the theoretical maximum amount of product (1.0 means a 100% yield; for example, 0.34 means a 34% yield). (1) The reactants are [NH2:1][C:2]1[C:3]([N+:13]([O-:15])=[O:14])=[C:4]([CH:10]=[CH:11][CH:12]=1)[C:5]([O:7][CH2:8][CH3:9])=[O:6].[C:16]([O:20][CH2:21][CH3:22])(=[O:19])[CH:17]=O.S([CH2:33][N+:34]#[C-:35])(C1C=CC(C)=CC=1)(=O)=O.C([O-])([O-])=O.[K+].[K+]. The catalyst is CO. The product is [CH2:8]([O:7][C:5]([C:4]1[C:3]([N+:13]([O-:15])=[O:14])=[C:2]([N:1]2[C:17]([C:16]([O:20][CH2:21][CH3:22])=[O:19])=[CH:35][N:34]=[CH:33]2)[CH:12]=[CH:11][CH:10]=1)=[O:6])[CH3:9]. The yield is 0.150. (2) The reactants are [Cl:1][C:2]1[N:7]=[CH:6][C:5]([NH:8][C:9](=[O:19])[C:10]2[CH:15]=[CH:14][CH:13]=[CH:12][C:11]=2[N+:16]([O-])=O)=[CH:4][CH:3]=1.[BH4-].[Na+]. The catalyst is CO.O1CCCC1.O.O.O.O.C([O-])(=O)C.[Ni+2].C([O-])(=O)C. The product is [Cl:1][C:2]1[N:7]=[CH:6][C:5]([NH:8][C:9](=[O:19])[C:10]2[CH:15]=[CH:14][CH:13]=[CH:12][C:11]=2[NH2:16])=[CH:4][CH:3]=1. The yield is 0.460. (3) The product is [N+:10](/[C:9](/[CH2:8][C:5]1[CH:4]=[CH:3][C:2]([CH3:1])=[CH:7][CH:6]=1)=[CH:19]/[CH2:18][CH2:17][CH2:16][CH:15]=[O:14])([O-:12])=[O:11]. The yield is 0.350. The catalyst is CCOC(C)=O.CCCCCC. The reactants are [CH3:1][C:2]1[CH:7]=[CH:6][C:5]([CH2:8][CH2:9][N+:10]([O-:12])=[O:11])=[CH:4][CH:3]=1.C[O:14][CH:15](OC)[CH2:16][CH2:17][CH2:18][CH:19]=O. (4) The reactants are Cl[CH:2]([C:16]1[CH:21]=[CH:20][CH:19]=[CH:18][CH:17]=1)[C:3]([C:5]1[C:13]2[C:8](=[CH:9][C:10]([CH2:14][OH:15])=[CH:11][CH:12]=2)[NH:7][CH:6]=1)=[O:4].[CH3:22][O:23][C:24]1[CH:25]=[C:26]([CH:28]=[CH:29][CH:30]=1)[NH2:27]. The catalyst is C(#N)C. The product is [OH:15][CH2:14][C:10]1[CH:9]=[C:8]2[C:13]([C:5]([C:3](=[O:4])[CH:2]([NH:27][C:26]3[CH:28]=[CH:29][CH:30]=[C:24]([O:23][CH3:22])[CH:25]=3)[C:16]3[CH:21]=[CH:20][CH:19]=[CH:18][CH:17]=3)=[CH:6][NH:7]2)=[CH:12][CH:11]=1. The yield is 0.270.